From a dataset of Reaction yield outcomes from USPTO patents with 853,638 reactions. Predict the reaction yield, written as a fraction of the theoretical maximum amount of product (1.0 means a 100% yield; for example, 0.34 means a 34% yield). The reactants are [I:1][C:2]1[CH:7]=[CH:6][C:5]([N:8]([CH2:21][C:22]2[CH:27]=[CH:26][CH:25]=[C:24]([O:28]C3CCCCO3)[CH:23]=2)[S:9]([C:12]2[C:17]([CH3:18])=[CH:16][C:15]([CH3:19])=[CH:14][C:13]=2[CH3:20])(=[O:11])=[O:10])=[CH:4][CH:3]=1.Cl.C([SiH](CC)CC)C.C(=O)(O)[O-].[Na+]. The catalyst is O1CCCC1.O1CCOCC1. The product is [OH:28][C:24]1[CH:23]=[C:22]([CH:27]=[CH:26][CH:25]=1)[CH2:21][N:8]([C:5]1[CH:4]=[CH:3][C:2]([I:1])=[CH:7][CH:6]=1)[S:9]([C:12]1[C:17]([CH3:18])=[CH:16][C:15]([CH3:19])=[CH:14][C:13]=1[CH3:20])(=[O:11])=[O:10]. The yield is 0.830.